Dataset: Full USPTO retrosynthesis dataset with 1.9M reactions from patents (1976-2016). Task: Predict the reactants needed to synthesize the given product. (1) Given the product [CH3:1][N:2]([C:3]1[CH:11]=[CH:10][C:9]2[N:8](/[CH:12]=[C:13](/[C:15]3[CH:20]=[CH:19][N:18]=[CH:17][CH:16]=3)\[CH3:14])[C:7]3[CH2:21][CH2:22][N:23]([CH3:25])[CH2:24][C:6]=3[C:5]=2[CH:4]=1)[C:26](=[O:28])[CH3:27], predict the reactants needed to synthesize it. The reactants are: [CH3:1][NH:2][C:3]1[CH:11]=[CH:10][C:9]2[N:8]([CH:12]=[C:13]([C:15]3[CH:20]=[CH:19][N:18]=[CH:17][CH:16]=3)[CH3:14])[C:7]3[CH2:21][CH2:22][N:23]([CH3:25])[CH2:24][C:6]=3[C:5]=2[CH:4]=1.[C:26](OC(=O)C)(=[O:28])[CH3:27].[OH-].[Na+]. (2) Given the product [CH3:15][O:14][N:13]=[C:11]1[CH2:10][C@@H:9]([C:16]2[NH:42][C:35]3[CH:40]=[CH:39][CH:38]=[CH:37][C:36]=3[N:41]=2)[N:8]([C:6](=[O:7])[CH:25]([C:19]2[CH:20]=[CH:21][CH:22]=[CH:23][CH:24]=2)[C:29]2[CH:30]=[CH:31][CH:32]=[CH:33][CH:34]=2)[CH2:12]1, predict the reactants needed to synthesize it. The reactants are: C(O[C:6]([N:8]1[CH2:12][C:11](=[N:13][O:14][CH3:15])[CH2:10][C@H:9]1[C:16](O)=O)=[O:7])(C)(C)C.[C:19]1([CH:25]([C:29]2[CH:34]=[CH:33][CH:32]=[CH:31][CH:30]=2)C(Cl)=O)[CH:24]=[CH:23][CH:22]=[CH:21][CH:20]=1.[C:35]1([NH2:42])[C:36]([NH2:41])=[CH:37][CH:38]=[CH:39][CH:40]=1. (3) Given the product [O:23]=[C:2]1[N:7]=[C:6]([O:8][CH:9]2[CH2:14][CH2:13][N:12]([C:15]([O:17][C:18]([CH3:21])([CH3:20])[CH3:19])=[O:16])[CH2:11][CH2:10]2)[CH:5]=[CH:4][NH:3]1, predict the reactants needed to synthesize it. The reactants are: Cl[C:2]1[N:7]=[C:6]([O:8][CH:9]2[CH2:14][CH2:13][N:12]([C:15]([O:17][C:18]([CH3:21])([CH3:20])[CH3:19])=[O:16])[CH2:11][CH2:10]2)[CH:5]=[CH:4][N:3]=1.C(=O)([O-])[O-:23].[K+].[K+].